This data is from Full USPTO retrosynthesis dataset with 1.9M reactions from patents (1976-2016). The task is: Predict the reactants needed to synthesize the given product. (1) The reactants are: [C:1]([C:3]1[CH:8]=[CH:7][CH:6]=[CH:5][C:4]=1[C:9]1[CH:32]=[CH:31][C:12]2[N:13]([CH2:17][CH:18]3[CH2:23][CH2:22][N:21](C(OC(C)(C)C)=O)[CH2:20][CH2:19]3)[C:14](=[O:16])[S:15][C:11]=2[CH:10]=1)#[N:2].CO.Cl.CCOC(C)=O. Given the product [O:16]=[C:14]1[N:13]([CH2:17][CH:18]2[CH2:19][CH2:20][NH:21][CH2:22][CH2:23]2)[C:12]2[CH:31]=[CH:32][C:9]([C:4]3[CH:5]=[CH:6][CH:7]=[CH:8][C:3]=3[C:1]#[N:2])=[CH:10][C:11]=2[S:15]1, predict the reactants needed to synthesize it. (2) Given the product [Br:1][C:2]1[CH:10]=[CH:9][C:5]([C:6]([NH:29][CH2:28][Si:25]([CH3:27])([CH3:26])[CH3:24])=[O:7])=[CH:4][C:3]=1[Cl:11], predict the reactants needed to synthesize it. The reactants are: [Br:1][C:2]1[CH:10]=[CH:9][C:5]([C:6](O)=[O:7])=[CH:4][C:3]=1[Cl:11].Cl.CN(C)CCCN=C=NCC.[CH3:24][Si:25]([CH2:28][NH2:29])([CH3:27])[CH3:26].O. (3) The reactants are: Br[C:2]1[CH:3]=[C:4]2[C:8](=[CH:9][CH:10]=1)[NH:7][CH:6]=[C:5]2[CH3:11].[Cu][C:13]#[N:14]. Given the product [CH3:11][C:5]1[C:4]2[C:8](=[CH:9][CH:10]=[C:2]([C:13]#[N:14])[CH:3]=2)[NH:7][CH:6]=1, predict the reactants needed to synthesize it. (4) Given the product [Br:21][C:18]1[CH:19]=[CH:20][C:15]([C:2]#[C:1][C:3]2[CH:12]=[CH:11][C:6]([O:7][CH2:8][CH2:9][OH:10])=[C:5]([CH3:13])[CH:4]=2)=[N:16][CH:17]=1, predict the reactants needed to synthesize it. The reactants are: [C:1]([C:3]1[CH:12]=[CH:11][C:6]([O:7][CH2:8][CH2:9][OH:10])=[C:5]([CH3:13])[CH:4]=1)#[CH:2].Br[C:15]1[CH:20]=[CH:19][C:18]([Br:21])=[CH:17][N:16]=1.C(NC(C)C)(C)C. (5) The reactants are: [BH4-].[Na+].[C:3]([C:7]1[CH:28]=[CH:27][C:10]([CH2:11][N:12]([CH2:19][CH2:20][C:21]2[S:22][CH:23]=[C:24]([CH3:26])[N:25]=2)C(=O)C(F)(F)F)=[CH:9][CH:8]=1)([CH3:6])([CH3:5])[CH3:4].O. Given the product [C:3]([C:7]1[CH:28]=[CH:27][C:10]([CH2:11][NH:12][CH2:19][CH2:20][C:21]2[S:22][CH:23]=[C:24]([CH3:26])[N:25]=2)=[CH:9][CH:8]=1)([CH3:6])([CH3:4])[CH3:5], predict the reactants needed to synthesize it.